This data is from Full USPTO retrosynthesis dataset with 1.9M reactions from patents (1976-2016). The task is: Predict the reactants needed to synthesize the given product. (1) Given the product [CH2:40]([C:44]1[CH:49]=[CH:48][C:47]([S:50]([NH:38][C@H:20]([C:21]2[N:22]([CH2:34][CH2:35][CH2:36][CH3:37])[CH:23]=[C:24]([C:26]3[CH:31]=[CH:30][C:29]([Cl:32])=[CH:28][C:27]=3[Cl:33])[N:25]=2)[CH2:19][C:16]2[CH:15]=[CH:14][C:13]([O:12][CH2:11][C:8]3[CH:7]=[CH:6][C:5]([C:4]([OH:3])=[O:39])=[CH:10][CH:9]=3)=[CH:18][CH:17]=2)(=[O:52])=[O:51])=[CH:46][CH:45]=1)[CH2:41][CH2:42][CH3:43], predict the reactants needed to synthesize it. The reactants are: Cl.C[O:3][C:4](=[O:39])[C:5]1[CH:10]=[CH:9][C:8]([CH2:11][O:12][C:13]2[CH:18]=[CH:17][C:16]([CH2:19][C@H:20]([NH2:38])[C:21]3[N:22]([CH2:34][CH2:35][CH2:36][CH3:37])[CH:23]=[C:24]([C:26]4[CH:31]=[CH:30][C:29]([Cl:32])=[CH:28][C:27]=4[Cl:33])[N:25]=3)=[CH:15][CH:14]=2)=[CH:7][CH:6]=1.[CH2:40]([C:44]1[CH:49]=[CH:48][C:47]([S:50](Cl)(=[O:52])=[O:51])=[CH:46][CH:45]=1)[CH2:41][CH2:42][CH3:43]. (2) The reactants are: [NH:1]1[CH2:10][CH2:9][CH:4]([C:5]([O:7][CH3:8])=[O:6])[CH2:3][CH2:2]1.[CH3:11][C:12]([CH3:14])=O.C(O)(=O)C.[BH-](OC(C)=O)(OC(C)=O)OC(C)=O.[Na+]. Given the product [CH3:8][O:7][C:5]([CH:4]1[CH2:9][CH2:10][N:1]([CH:12]([CH3:14])[CH3:11])[CH2:2][CH2:3]1)=[O:6], predict the reactants needed to synthesize it. (3) Given the product [F:1][C:2]1[CH:7]=[CH:6][C:5]([C:8]2[C:9](=[O:10])[N:11]3[CH2:15][CH:14]([O:16][CH3:17])[CH2:13][N:12]3[C:18]=2[C:20]2[CH:25]=[CH:24][N:23]=[C:22]([S:26][CH3:27])[N:21]=2)=[CH:4][CH:3]=1, predict the reactants needed to synthesize it. The reactants are: [F:1][C:2]1[CH:7]=[CH:6][C:5]([CH2:8][C:9]([N:11]2[CH2:15][CH:14]([O:16][CH3:17])[CH2:13][N:12]2[C:18]([C:20]2[CH:25]=[CH:24][N:23]=[C:22]([S:26][CH3:27])[N:21]=2)=O)=[O:10])=[CH:4][CH:3]=1.CN(C)C=O.O1CCCC1.[H-].[Na+]. (4) Given the product [C:1]([O:5][C:6](=[O:35])[NH:7][CH2:8][C:9]1[CH:10]=[CH:11][C:12]([O:15][C:16]2[CH:21]=[C:20]([C:22]([N:24]3[CH:33]4[CH:28]([CH2:29][CH2:30][CH2:31][CH2:32]4)[CH2:27][CH2:26][CH2:25]3)=[O:23])[CH:19]=[C:18]([O:34][C:37]3[CH:44]=[CH:43][C:40]([C:41]#[N:42])=[CH:39][CH:38]=3)[CH:17]=2)=[CH:13][CH:14]=1)([CH3:4])([CH3:2])[CH3:3], predict the reactants needed to synthesize it. The reactants are: [C:1]([O:5][C:6](=[O:35])[NH:7][CH2:8][C:9]1[CH:14]=[CH:13][C:12]([O:15][C:16]2[CH:21]=[C:20]([C:22]([N:24]3[CH:33]4[CH:28]([CH2:29][CH2:30][CH2:31][CH2:32]4)[CH2:27][CH2:26][CH2:25]3)=[O:23])[CH:19]=[C:18]([OH:34])[CH:17]=2)=[CH:11][CH:10]=1)([CH3:4])([CH3:3])[CH3:2].F[C:37]1[CH:44]=[CH:43][C:40]([C:41]#[N:42])=[CH:39][CH:38]=1. (5) Given the product [Cl:1][C:2]1[C:6]([Cl:7])=[C:5]([CH3:8])[NH:4][C:3]=1[C:9]([NH:27][CH:28]1[CH2:33][CH2:32][N:31]([C:34]2[S:35][C:36]([C:42]([O:44][CH2:45][CH3:46])=[O:43])=[C:37]([CH2:39][O:40][CH3:41])[N:38]=2)[CH2:30][CH2:29]1)=[O:10], predict the reactants needed to synthesize it. The reactants are: [Cl:1][C:2]1[C:6]([Cl:7])=[C:5]([CH3:8])[NH:4][C:3]=1[C:9](NC1CCN(C2SC(C#N)=C(O)N=2)CC1)=[O:10].Cl.[NH2:27][CH:28]1[CH2:33][CH2:32][N:31]([C:34]2[S:35][C:36]([C:42]([O:44][CH2:45][CH3:46])=[O:43])=[C:37]([CH2:39][O:40][CH3:41])[N:38]=2)[CH2:30][CH2:29]1. (6) Given the product [N:1]1([C:10]2[S:14][C:13]([C:15]([OH:17])=[O:16])=[C:12]([N:19]([C:31]([O:33][CH2:34][C:35]3[CH:40]=[CH:39][CH:38]=[CH:37][CH:36]=3)=[O:32])[CH2:20][C:21]3[CH:26]=[CH:25][CH:24]=[CH:23][C:22]=3[C:27]([F:28])([F:30])[F:29])[CH:11]=2)[C:5]2[CH:6]=[CH:7][CH:8]=[CH:9][C:4]=2[N:3]=[CH:2]1, predict the reactants needed to synthesize it. The reactants are: [N:1]1([C:10]2[S:14][C:13]([C:15]([O:17]C)=[O:16])=[C:12]([N:19]([C:31]([O:33][CH2:34][C:35]3[CH:40]=[CH:39][CH:38]=[CH:37][CH:36]=3)=[O:32])[CH2:20][C:21]3[CH:26]=[CH:25][CH:24]=[CH:23][C:22]=3[C:27]([F:30])([F:29])[F:28])[CH:11]=2)[C:5]2[CH:6]=[CH:7][CH:8]=[CH:9][C:4]=2[N:3]=[CH:2]1.[Li+].[OH-].C(OCC)C.O. (7) Given the product [OH:8][C:9]1[C:18]2[C:13](=[CH:14][C:15]([NH:19][C:20]3[C:28]4[C:23](=[CH:24][N:25]=[CH:26][CH:27]=4)[O:22][C:21]=3[C:29]([O:31][CH2:32][CH3:33])=[O:30])=[CH:16][CH:17]=2)[CH:12]=[N:11][CH:10]=1, predict the reactants needed to synthesize it. The reactants are: C([O:8][C:9]1[C:18]2[C:13](=[CH:14][C:15]([NH:19][C:20]3[C:28]4[C:23](=[CH:24][N:25]=[CH:26][CH:27]=4)[O:22][C:21]=3[C:29]([O:31][CH2:32][CH3:33])=[O:30])=[CH:16][CH:17]=2)[CH:12]=[N:11][CH:10]=1)C1C=CC=CC=1. (8) Given the product [CH2:1]([O:3][C:4]([C@H:5]1[CH2:6][CH2:7][C@@H:8]([C:10]2[CH:15]=[CH:14][C:13]([Cl:16])=[CH:12][CH:11]=2)[NH:17]1)=[O:25])[CH3:2], predict the reactants needed to synthesize it. The reactants are: [CH2:1]([O:3][C:4](=[O:25])[C@H:5]([NH:17]C(OC(C)(C)C)=O)[CH2:6][CH2:7][C:8]([C:10]1[CH:15]=[CH:14][C:13]([Cl:16])=[CH:12][CH:11]=1)=O)[CH3:2]. (9) Given the product [CH:1]1([C:4]2[CH:5]=[C:6]([C:22]([NH:37][CH2:36][C:33]3[CH:32]=[CH:31][C:30]([S:27]([CH3:26])(=[O:29])=[O:28])=[CH:35][N:34]=3)=[O:24])[C:7](=[O:21])[N:8]([C:11]3[CH:16]=[CH:15][CH:14]=[C:13]([C:17]([F:18])([F:19])[F:20])[CH:12]=3)[C:9]=2[CH3:10])[CH2:3][CH2:2]1, predict the reactants needed to synthesize it. The reactants are: [CH:1]1([C:4]2[CH:5]=[C:6]([C:22]([OH:24])=O)[C:7](=[O:21])[N:8]([C:11]3[CH:16]=[CH:15][CH:14]=[C:13]([C:17]([F:20])([F:19])[F:18])[CH:12]=3)[C:9]=2[CH3:10])[CH2:3][CH2:2]1.Cl.[CH3:26][S:27]([C:30]1[CH:31]=[CH:32][C:33]([CH2:36][NH2:37])=[N:34][CH:35]=1)(=[O:29])=[O:28].CN(C(ON1N=NC2C=CC=CC1=2)=[N+](C)C)C.F[P-](F)(F)(F)(F)F.CCN(C(C)C)C(C)C.